From a dataset of CYP2D6 inhibition data for predicting drug metabolism from PubChem BioAssay. Regression/Classification. Given a drug SMILES string, predict its absorption, distribution, metabolism, or excretion properties. Task type varies by dataset: regression for continuous measurements (e.g., permeability, clearance, half-life) or binary classification for categorical outcomes (e.g., BBB penetration, CYP inhibition). Dataset: cyp2d6_veith. (1) The molecule is O=c1c(C=Nc2ccc(Cl)cc2)c[nH]n1-c1cccc(Cl)n1. The result is 0 (non-inhibitor). (2) The drug is CCN(CC)S(=O)(=O)CCP(=O)(O)CN1CCCCC1. The result is 0 (non-inhibitor).